Predict the reaction yield, written as a fraction of the theoretical maximum amount of product (1.0 means a 100% yield; for example, 0.34 means a 34% yield). From a dataset of Reaction yield outcomes from USPTO patents with 853,638 reactions. (1) The reactants are [C:1]([C:4]1[CH:9]=[CH:8][CH:7]=[CH:6][CH:5]=1)(=[O:3])[CH3:2].[CH3:10][N:11]([CH:13]=O)[CH3:12]. The catalyst is CC(N(C)C)=O. The product is [CH3:10][N:11]([CH3:13])/[CH:12]=[CH:2]/[C:1]([C:4]1[CH:9]=[CH:8][CH:7]=[CH:6][CH:5]=1)=[O:3]. The yield is 0.293. (2) The reactants are [OH:1][NH:2][C:3](=[NH:7])[CH:4]([CH3:6])[CH3:5].[OH:8][CH:9]1[CH2:14][CH2:13][N:12]([C:15]#N)[CH2:11][CH2:10]1. The catalyst is CCOCC.C(OCC)(=O)C.[Cl-].[Cl-].[Zn+2]. The product is [CH:4]([C:3]1[N:7]=[C:15]([N:12]2[CH2:13][CH2:14][CH:9]([OH:8])[CH2:10][CH2:11]2)[O:1][N:2]=1)([CH3:6])[CH3:5]. The yield is 0.710. (3) The reactants are [C:1]1([C:7]2[C:8](C(OC)=O)=[N:9][CH:10]=[N:11][CH:12]=2)C=C[CH:4]=[CH:3][CH:2]=1.[CH3:17][Mg+].[Br-].[CH2:20]1[CH2:24]O[CH2:22][CH2:21]1. The catalyst is C(O)(=O)C.S(=O)(=O)(O)O. The product is [CH3:22][C:21]1([CH3:17])[C:12]2[N:11]=[CH:10][N:9]=[CH:8][C:7]=2[C:1]2[CH:2]=[CH:3][CH:4]=[CH:24][C:20]1=2. The yield is 0.320. (4) The reactants are [CH:1]1([S:4]([O:7][CH2:8][CH2:9][CH2:10][CH3:11])(=[O:6])=[O:5])[CH2:3][CH2:2]1.[Li][CH2:13]CCC.IC. The catalyst is C1COCC1. The product is [CH3:13][C:1]1([S:4]([O:7][CH2:8][CH2:9][CH2:10][CH3:11])(=[O:6])=[O:5])[CH2:3][CH2:2]1. The yield is 0.490.